This data is from Reaction yield outcomes from USPTO patents with 853,638 reactions. The task is: Predict the reaction yield, written as a fraction of the theoretical maximum amount of product (1.0 means a 100% yield; for example, 0.34 means a 34% yield). (1) The reactants are [CH3:1][C:2]([Si:5]([CH3:27])([CH3:26])[O:6][C@H:7]1[C@H:12]([N:13]2[CH2:17][CH2:16][CH2:15][C:14]2=[O:18])[CH2:11][CH2:10][N:9](C(OC(C)(C)C)=O)[CH2:8]1)([CH3:4])[CH3:3].[C:28]([OH:34])([C:30]([F:33])([F:32])[F:31])=[O:29]. The catalyst is C(Cl)Cl. The product is [OH:34][C:28]([C:30]([F:33])([F:32])[F:31])=[O:29].[CH3:4][C:2]([Si:5]([CH3:27])([CH3:26])[O:6][C@H:7]1[C@H:12]([N:13]2[CH2:17][CH2:16][CH2:15][C:14]2=[O:18])[CH2:11][CH2:10][NH:9][CH2:8]1)([CH3:1])[CH3:3]. The yield is 0.970. (2) The reactants are [Li]CCCC.[F:6][C:7]1[CH:8]=[C:9]([O:14][CH2:15][C:16]2[CH:21]=[CH:20][C:19]([F:22])=[CH:18][CH:17]=2)[CH:10]=[C:11]([F:13])[CH:12]=1.[C:23](=[O:25])=[O:24]. The catalyst is C1COCC1. The product is [F:6][C:7]1[CH:8]=[C:9]([O:14][CH2:15][C:16]2[CH:21]=[CH:20][C:19]([F:22])=[CH:18][CH:17]=2)[CH:10]=[C:11]([F:13])[C:12]=1[C:23]([OH:25])=[O:24]. The yield is 0.590. (3) The reactants are C([O:8][C:9]([C:11]1([CH:17]=[CH2:18])[CH2:16][CH2:15][CH2:14][O:13][CH2:12]1)=[O:10])C1C=CC=CC=1.O.[OH-].[Li+]. The catalyst is O1CCCC1.CO.O.C(OCC)C. The product is [CH:17]([C:11]1([C:9]([OH:10])=[O:8])[CH2:16][CH2:15][CH2:14][O:13][CH2:12]1)=[CH2:18]. The yield is 0.730. (4) The reactants are C1(COC([N:11]2[CH2:14][C:13]3([C@@H:18]([CH3:19])[NH:17][C:16](=[O:20])[O:15]3)[CH2:12]2)=O)C=CC=CC=1.[H][H]. The catalyst is CO.[Pd]. The product is [CH3:19][C@@H:18]1[C:13]2([CH2:14][NH:11][CH2:12]2)[O:15][C:16](=[O:20])[NH:17]1. The yield is 1.00. (5) The reactants are [C:1]([O:5][C:6]([N:8]1[CH2:12][CH2:11][CH2:10][CH:9]1[C:13]1[NH:14][C:15]([C:18]2[CH:19]=[CH:20][C:21]3[C:25]4[CH:26]=[CH:27][C:28](Br)=[CH:29][C:24]=4[S:23][C:22]=3[CH:31]=2)=[CH:16][N:17]=1)=[O:7])([CH3:4])([CH3:3])[CH3:2].C(OC([N:39]1[CH:44]([C:45]2[NH:49][C:48]3[CH:50]=[C:51](B4OC(C)(C)C(C)(C)O4)[CH:52]=[CH:53][C:47]=3[N:46]=2)[CH:43]2[CH2:63][CH:40]1[CH2:41][CH2:42]2)=O)(C)(C)C.[C:64](=[O:67])([O-:66])[O-].[K+].[K+]. The catalyst is COCCOC.C(OCC)(=O)C.C1C=CC(P(C2C=CC=CC=2)[C-]2C=CC=C2)=CC=1.C1C=CC(P(C2C=CC=CC=2)[C-]2C=CC=C2)=CC=1.Cl[Pd]Cl.[Fe+2].C1C=CC([P]([Pd]([P](C2C=CC=CC=2)(C2C=CC=CC=2)C2C=CC=CC=2)([P](C2C=CC=CC=2)(C2C=CC=CC=2)C2C=CC=CC=2)[P](C2C=CC=CC=2)(C2C=CC=CC=2)C2C=CC=CC=2)(C2C=CC=CC=2)C2C=CC=CC=2)=CC=1. The product is [C:1]([O:66][C:64]([N:39]1[CH:44]([C:45]2[NH:46][C:47]3[CH:53]=[C:52]([C:28]4[CH:27]=[CH:26][C:25]5[C:21]6[CH:20]=[CH:19][C:18]([C:15]7[NH:14][C:13]([CH:9]8[CH2:10][CH2:11][CH2:12][N:8]8[C:6]([O:5][C:1]([CH3:4])([CH3:3])[CH3:2])=[O:7])=[N:17][CH:16]=7)=[CH:31][C:22]=6[S:23][C:24]=5[CH:29]=4)[CH:51]=[CH:50][C:48]=3[N:49]=2)[CH:43]2[CH2:63][CH:40]1[CH2:41][CH2:42]2)=[O:67])([CH3:4])([CH3:3])[CH3:2]. The yield is 0.700. (6) The reactants are [CH:1]([C:3]1[CH:17]=[CH:16][C:6]([O:7][C:8]2[CH:15]=[CH:14][C:11]([C:12]#[N:13])=[CH:10][N:9]=2)=[CH:5][CH:4]=1)=[O:2].S(=O)(=O)([OH:20])N.Cl([O-])=O.[Na+]. The catalyst is CC(C)=O.O.O. The product is [C:12]([C:11]1[CH:14]=[CH:15][C:8]([O:7][C:6]2[CH:16]=[CH:17][C:3]([C:1]([OH:20])=[O:2])=[CH:4][CH:5]=2)=[N:9][CH:10]=1)#[N:13]. The yield is 0.852. (7) The reactants are [CH3:1][S:2]([C:5]1[CH:14]=[C:13]2[C:8]([CH:9]=[C:10]([N+:15]([O-])=O)[CH:11]=[N:12]2)=[CH:7][CH:6]=1)(=[O:4])=[O:3]. The catalyst is CCOC(C)=O.[Pd]. The product is [CH3:1][S:2]([C:5]1[CH:14]=[C:13]2[C:8]([CH:9]=[C:10]([NH2:15])[CH:11]=[N:12]2)=[CH:7][CH:6]=1)(=[O:4])=[O:3]. The yield is 0.300. (8) The reactants are [CH:1]1([C:7](Cl)=[O:8])[CH2:6][CH2:5][CH2:4][CH2:3][CH2:2]1.[CH3:10][O:11][C:12]1[CH:18]=[CH:17][C:16]([O:19][CH3:20])=[CH:15][C:13]=1[NH2:14].C(OCC)(=O)C.CCCCCCC. The catalyst is O. The product is [CH3:10][O:11][C:12]1[CH:18]=[CH:17][C:16]([O:19][CH3:20])=[CH:15][C:13]=1[NH:14][C:7]([CH:1]1[CH2:6][CH2:5][CH2:4][CH2:3][CH2:2]1)=[O:8]. The yield is 0.670.